Dataset: Retrosynthesis with 50K atom-mapped reactions and 10 reaction types from USPTO. Task: Predict the reactants needed to synthesize the given product. Given the product CCCCCCCCCCCCCCCCOC[C@H]1CCO[C@H](c2ccccc2)O1, predict the reactants needed to synthesize it. The reactants are: CCCCCCCCCCCCCCCCBr.OC[C@H]1CCO[C@H](c2ccccc2)O1.